This data is from Forward reaction prediction with 1.9M reactions from USPTO patents (1976-2016). The task is: Predict the product of the given reaction. (1) The product is: [C:5]1([O:4][C:2](=[O:3])[NH:11][C:12]2[CH:19]=[C:18]([O:20][CH:21]([CH3:23])[CH3:22])[C:15]([C:16]#[N:17])=[CH:14][N:13]=2)[CH:10]=[CH:9][CH:8]=[CH:7][CH:6]=1. Given the reactants Cl[C:2]([O:4][C:5]1[CH:10]=[CH:9][CH:8]=[CH:7][CH:6]=1)=[O:3].[NH2:11][C:12]1[CH:19]=[C:18]([O:20][CH:21]([CH3:23])[CH3:22])[C:15]([C:16]#[N:17])=[CH:14][N:13]=1.N1C=CC=CC=1, predict the reaction product. (2) Given the reactants [CH:1]1[C:13]2[NH:12][C:11]3[C:6](=[CH:7][CH:8]=[CH:9][CH:10]=3)[C:5]=2[CH:4]=[CH:3][CH:2]=1.[N+](C)([O-])=O.Cl[C:19]([CH3:22])([CH3:21])[CH3:20], predict the reaction product. The product is: [C:19]([C:3]1[CH:2]=[CH:1][C:13]2[NH:12][C:11]3[C:6]([C:5]=2[CH:4]=1)=[CH:7][C:8]([C:5]([CH3:6])([CH3:13])[CH3:4])=[CH:9][CH:10]=3)([CH3:22])([CH3:21])[CH3:20]. (3) Given the reactants Cl[C:2]([O:4][CH2:5][CH:6]1[C:18]2[CH:17]=[CH:16][CH:15]=[CH:14][C:13]=2[C:12]2[C:7]1=[CH:8][CH:9]=[CH:10][CH:11]=2)=[O:3].[NH2:19][C@@:20]1([C:32]([O:34][CH2:35][CH3:36])=[O:33])[CH2:25][C:24](=[CH2:26])[C@@H:23]2[C@H:21]1[C@H:22]2[C:27]([O:29][CH2:30][CH3:31])=[O:28].C(=O)(O)[O-].[Na+], predict the reaction product. The product is: [CH:17]1[C:18]2[CH:6]([CH2:5][O:4][C:2]([NH:19][C@@:20]3([C:32]([O:34][CH2:35][CH3:36])=[O:33])[CH2:25][C:24](=[CH2:26])[C@@H:23]4[C@H:21]3[C@H:22]4[C:27]([O:29][CH2:30][CH3:31])=[O:28])=[O:3])[C:7]3[C:12](=[CH:11][CH:10]=[CH:9][CH:8]=3)[C:13]=2[CH:14]=[CH:15][CH:16]=1.